From a dataset of Full USPTO retrosynthesis dataset with 1.9M reactions from patents (1976-2016). Predict the reactants needed to synthesize the given product. (1) Given the product [CH3:25][O:24][C:21]1[CH:22]=[CH:23][C:18]([CH2:17][N:11]([C:12]2[S:13][CH:14]=[CH:15][N:16]=2)[S:8]([C:5]2[CH:6]=[CH:7][C:2]3[NH:1][CH:28]([CH3:29])[CH2:27][O:26][C:3]=3[CH:4]=2)(=[O:10])=[O:9])=[CH:19][CH:20]=1, predict the reactants needed to synthesize it. The reactants are: [NH2:1][C:2]1[CH:7]=[CH:6][C:5]([S:8]([N:11]([CH2:17][C:18]2[CH:23]=[CH:22][C:21]([O:24][CH3:25])=[CH:20][CH:19]=2)[C:12]2[S:13][CH:14]=[CH:15][N:16]=2)(=[O:10])=[O:9])=[CH:4][C:3]=1[O:26][CH2:27][C:28](=O)[CH3:29].C(C1C=C(C(F)(F)F)C=CC=1N1C[C@@H](C)OC2C=C(S(NC3SC=CN=3)(=O)=O)C=CC1=2)#N. (2) Given the product [CH3:1][C:2]1([CH3:33])[CH2:10][C:9]2[N:8]([C:11]3[CH:18]=[C:17]([NH:19][C@H:20]4[CH2:25][CH2:24][CH2:23][CH2:22][C@@H:21]4[OH:26])[C:14]([C:15]([NH2:16])=[O:34])=[C:13]([F:27])[CH:12]=3)[N:7]=[C:6]([C:28]([F:30])([F:31])[F:29])[C:5]=2[C:4](=[O:32])[CH2:3]1, predict the reactants needed to synthesize it. The reactants are: [CH3:1][C:2]1([CH3:33])[CH2:10][C:9]2[N:8]([C:11]3[CH:18]=[C:17]([NH:19][C@H:20]4[CH2:25][CH2:24][CH2:23][CH2:22][C@@H:21]4[OH:26])[C:14]([C:15]#[N:16])=[C:13]([F:27])[CH:12]=3)[N:7]=[C:6]([C:28]([F:31])([F:30])[F:29])[C:5]=2[C:4](=[O:32])[CH2:3]1.[OH-:34].[Na+].OO.O. (3) Given the product [CH:13]1([C:8]([C:5]2[CH:4]=[CH:3][C:2]([F:1])=[CH:7][CH:6]=2)([CH3:19])[C:9]([O:11][CH3:12])=[O:10])[CH2:17][CH2:16][CH2:15][CH2:14]1, predict the reactants needed to synthesize it. The reactants are: [F:1][C:2]1[CH:7]=[CH:6][C:5]([CH:8]([CH:13]2[CH2:17][CH2:16][CH2:15][CH2:14]2)[C:9]([O:11][CH3:12])=[O:10])=[CH:4][CH:3]=1.I[CH3:19]. (4) Given the product [Br:1][C:2]1[NH:6][N:5]=[C:4]([N:7]2[C:8](=[O:9])[C:12]3[C:11](=[CH:16][CH:15]=[CH:14][CH:13]=3)[C:10]2=[O:17])[CH:3]=1, predict the reactants needed to synthesize it. The reactants are: [Br:1][C:2]1[NH:6][N:5]=[C:4]([NH2:7])[CH:3]=1.[C:8]1(=O)[C:12]2[CH:13]=[CH:14][CH:15]=[CH:16][C:11]=2[C:10](=[O:17])[O:9]1. (5) Given the product [F:4][C:5]([F:28])([C:21]([F:27])([F:26])[C:22]([F:25])([F:24])[F:23])[C:6]([N:2]([CH3:1])[NH2:3])=[O:7], predict the reactants needed to synthesize it. The reactants are: [CH3:1][NH:2][NH2:3].[F:4][C:5]([F:28])([C:21]([F:27])([F:26])[C:22]([F:25])([F:24])[F:23])[C:6](O[C:6](=[O:7])[C:5]([F:28])([F:4])[C:21]([F:26])([F:27])[C:22]([F:23])([F:24])[F:25])=[O:7]. (6) Given the product [CH3:1][C:2]1[CH:3]=[CH:4][C:5]2[S:11][C:12]([C:14]3[CH:19]=[CH:18][CH:17]=[CH:16][N:15]=3)=[N:13][C:7](=[O:9])[C:6]=2[CH:10]=1, predict the reactants needed to synthesize it. The reactants are: [CH3:1][C:2]1[CH:3]=[CH:4][C:5]([SH:11])=[C:6]([CH:10]=1)[C:7]([OH:9])=O.[C:12]([C:14]1[CH:19]=[CH:18][CH:17]=[CH:16][N:15]=1)#[N:13].